This data is from Reaction yield outcomes from USPTO patents with 853,638 reactions. The task is: Predict the reaction yield, written as a fraction of the theoretical maximum amount of product (1.0 means a 100% yield; for example, 0.34 means a 34% yield). (1) The reactants are C1(P(C2CCCCC2)C2C=CC=CC=2C2C(OC)=CC=CC=2OC)CCCCC1.C(=O)([O-])[O-].[K+].[K+].[F:36][C:37]1[CH:38]=[CH:39][C:40]2[N:41]([CH:43]=[C:44]([C:46]([NH:48][C@H:49]3[CH2:54][CH2:53][C@@H:52]([N:55]4[C:60](=[O:61])[C:59]5[CH:62]=[C:63]([F:66])[CH:64]=[N:65][C:58]=5[N:57]([C:67]5[CH:72]=[CH:71][CH:70]=[C:69](B6OC(C)(C)C(C)(C)O6)[CH:68]=5)[C:56]4=[O:82])[CH2:51][CH2:50]3)=[O:47])[N:45]=2)[CH:42]=1.[OH:83][C:84]1[CH:85]=[C:86]([CH:89]=[CH:90][C:91]=1I)[CH:87]=[O:88]. The catalyst is O.C([O-])(=O)C.[Pd+2].C([O-])(=O)C.C(#N)C. The product is [F:36][C:37]1[CH:38]=[CH:39][C:40]2[N:41]([CH:43]=[C:44]([C:46]([NH:48][C@H:49]3[CH2:50][CH2:51][C@@H:52]([N:55]4[C:60](=[O:61])[C:59]5[CH:62]=[C:63]([F:66])[CH:64]=[N:65][C:58]=5[N:57]([C:67]5[CH:68]=[C:69]([C:91]6[CH:90]=[CH:89][C:86]([CH:87]=[O:88])=[CH:85][C:84]=6[OH:83])[CH:70]=[CH:71][CH:72]=5)[C:56]4=[O:82])[CH2:53][CH2:54]3)=[O:47])[N:45]=2)[CH:42]=1. The yield is 0.100. (2) The reactants are [S:1](Cl)([C:4]1[CH:10]=[CH:9][C:7]([CH3:8])=[CH:6][CH:5]=1)(=[O:3])=[O:2].[N:12]1([CH2:18][CH2:19][CH2:20][NH:21][C:22]2[C:34]3[C:33]4[C:28](=[CH:29][C:30]([C:35]([O:37][CH3:38])=[O:36])=[CH:31][CH:32]=4)[NH:27][C:26]=3[N:25]=[C:24]([CH2:39][C:40]3[CH:45]=[CH:44][CH:43]=[C:42]([C:46](=[N:51][OH:52])[C:47]([F:50])([F:49])[F:48])[CH:41]=3)[N:23]=2)[CH2:17][CH2:16][CH2:15][CH2:14][CH2:13]1.C(N(CC)CC)C. The catalyst is CN(C)C1C=CN=CC=1.C(Cl)Cl. The product is [N:12]1([CH2:18][CH2:19][CH2:20][NH:21][C:22]2[C:34]3[C:33]4[C:28](=[CH:29][C:30]([C:35]([O:37][CH3:38])=[O:36])=[CH:31][CH:32]=4)[NH:27][C:26]=3[N:25]=[C:24]([CH2:39][C:40]3[CH:45]=[CH:44][CH:43]=[C:42]([C:46](=[N:51][O:52][S:1]([C:4]4[CH:10]=[CH:9][C:7]([CH3:8])=[CH:6][CH:5]=4)(=[O:3])=[O:2])[C:47]([F:50])([F:48])[F:49])[CH:41]=3)[N:23]=2)[CH2:13][CH2:14][CH2:15][CH2:16][CH2:17]1. The yield is 0.990. (3) The reactants are [OH:1][NH:2][C:3]([C:5]1[C:10]([CH3:11])=[CH:9][CH:8]=[CH:7][N:6]=1)=[NH:4].[C:12](O)(=O)[C:13]1[C:14](=[CH:16][CH:17]=[CH:18][CH:19]=1)[OH:15]. No catalyst specified. The product is [CH3:11][C:10]1[C:5]([C:3]2[N:4]=[C:12]([C:13]3[CH:19]=[CH:18][CH:17]=[CH:16][C:14]=3[OH:15])[O:1][N:2]=2)=[N:6][CH:7]=[CH:8][CH:9]=1. The yield is 0.360. (4) The reactants are [NH2:1][C:2]1[CH:7]=[CH:6][N:5]=[CH:4][CH:3]=1.C(N(CC)CC)C.[Cl-].ClC1N(C)CC[NH+]1C.[CH3:24][O:25][C:26]1[C:27](=[O:54])[C:28]([CH3:53])=[C:29]([CH2:35][C:36]2[CH:37]=[CH:38][C:39]([O:45][CH2:46][C:47]3[CH:48]=[N:49][CH:50]=[CH:51][CH:52]=3)=[C:40]([CH:44]=2)[C:41](O)=[O:42])[C:30](=[O:34])[C:31]=1[O:32][CH3:33]. The catalyst is C(Cl)Cl. The product is [N:5]1[CH:6]=[CH:7][C:2]([NH:1][C:41](=[O:42])[C:40]2[CH:44]=[C:36]([CH2:35][C:29]3[C:30](=[O:34])[C:31]([O:32][CH3:33])=[C:26]([O:25][CH3:24])[C:27](=[O:54])[C:28]=3[CH3:53])[CH:37]=[CH:38][C:39]=2[O:45][CH2:46][C:47]2[CH:48]=[N:49][CH:50]=[CH:51][CH:52]=2)=[CH:3][CH:4]=1. The yield is 0.0900.